From a dataset of NCI-60 drug combinations with 297,098 pairs across 59 cell lines. Regression. Given two drug SMILES strings and cell line genomic features, predict the synergy score measuring deviation from expected non-interaction effect. (1) Drug 1: COC1=CC(=CC(=C1O)OC)C2C3C(COC3=O)C(C4=CC5=C(C=C24)OCO5)OC6C(C(C7C(O6)COC(O7)C8=CC=CS8)O)O. Drug 2: C(=O)(N)NO. Cell line: IGROV1. Synergy scores: CSS=36.1, Synergy_ZIP=0.735, Synergy_Bliss=2.39, Synergy_Loewe=-41.2, Synergy_HSA=4.91. (2) Cell line: SK-MEL-2. Drug 1: CC(C1=C(C=CC(=C1Cl)F)Cl)OC2=C(N=CC(=C2)C3=CN(N=C3)C4CCNCC4)N. Synergy scores: CSS=0.902, Synergy_ZIP=1.16, Synergy_Bliss=4.30, Synergy_Loewe=-2.68, Synergy_HSA=0.389. Drug 2: CC1=C(C=C(C=C1)C(=O)NC2=CC(=CC(=C2)C(F)(F)F)N3C=C(N=C3)C)NC4=NC=CC(=N4)C5=CN=CC=C5. (3) Cell line: TK-10. Synergy scores: CSS=18.0, Synergy_ZIP=-5.76, Synergy_Bliss=-4.75, Synergy_Loewe=-3.11, Synergy_HSA=-0.517. Drug 1: C1=C(C(=O)NC(=O)N1)N(CCCl)CCCl. Drug 2: CC1CCC2CC(C(=CC=CC=CC(CC(C(=O)C(C(C(=CC(C(=O)CC(OC(=O)C3CCCCN3C(=O)C(=O)C1(O2)O)C(C)CC4CCC(C(C4)OC)OCCO)C)C)O)OC)C)C)C)OC. (4) Drug 1: C1=CC(=CC=C1CC(C(=O)O)N)N(CCCl)CCCl.Cl. Drug 2: CC(C)(C#N)C1=CC(=CC(=C1)CN2C=NC=N2)C(C)(C)C#N. Cell line: ACHN. Synergy scores: CSS=19.2, Synergy_ZIP=-7.29, Synergy_Bliss=-7.17, Synergy_Loewe=-8.12, Synergy_HSA=-7.47. (5) Drug 1: CC1=C(C(CCC1)(C)C)C=CC(=CC=CC(=CC(=O)O)C)C. Drug 2: C1C(C(OC1N2C=NC3=C2NC=NCC3O)CO)O. Cell line: RPMI-8226. Synergy scores: CSS=40.9, Synergy_ZIP=-6.64, Synergy_Bliss=-12.1, Synergy_Loewe=-15.4, Synergy_HSA=-10.2. (6) Drug 1: CCCCCOC(=O)NC1=NC(=O)N(C=C1F)C2C(C(C(O2)C)O)O. Drug 2: C1CN1C2=NC(=NC(=N2)N3CC3)N4CC4. Cell line: EKVX. Synergy scores: CSS=5.69, Synergy_ZIP=-3.15, Synergy_Bliss=-3.59, Synergy_Loewe=-3.27, Synergy_HSA=-2.28. (7) Drug 1: CN1CCC(CC1)COC2=C(C=C3C(=C2)N=CN=C3NC4=C(C=C(C=C4)Br)F)OC. Drug 2: CC1C(C(=O)NC(C(=O)N2CCCC2C(=O)N(CC(=O)N(C(C(=O)O1)C(C)C)C)C)C(C)C)NC(=O)C3=C4C(=C(C=C3)C)OC5=C(C(=O)C(=C(C5=N4)C(=O)NC6C(OC(=O)C(N(C(=O)CN(C(=O)C7CCCN7C(=O)C(NC6=O)C(C)C)C)C)C(C)C)C)N)C. Cell line: OVCAR-5. Synergy scores: CSS=31.1, Synergy_ZIP=10.1, Synergy_Bliss=18.7, Synergy_Loewe=18.0, Synergy_HSA=18.1. (8) Drug 1: CC1=C2C(C(=O)C3(C(CC4C(C3C(C(C2(C)C)(CC1OC(=O)C(C(C5=CC=CC=C5)NC(=O)OC(C)(C)C)O)O)OC(=O)C6=CC=CC=C6)(CO4)OC(=O)C)OC)C)OC. Drug 2: C1=NC2=C(N1)C(=S)N=CN2. Cell line: OVCAR-4. Synergy scores: CSS=33.0, Synergy_ZIP=-11.4, Synergy_Bliss=-21.5, Synergy_Loewe=-23.0, Synergy_HSA=-19.2. (9) Drug 1: CCCS(=O)(=O)NC1=C(C(=C(C=C1)F)C(=O)C2=CNC3=C2C=C(C=N3)C4=CC=C(C=C4)Cl)F. Drug 2: C1CC(C1)(C(=O)O)C(=O)O.[NH2-].[NH2-].[Pt+2]. Cell line: SK-MEL-2. Synergy scores: CSS=17.5, Synergy_ZIP=-1.35, Synergy_Bliss=6.09, Synergy_Loewe=3.45, Synergy_HSA=3.12.